From a dataset of Reaction yield outcomes from USPTO patents with 853,638 reactions. Predict the reaction yield, written as a fraction of the theoretical maximum amount of product (1.0 means a 100% yield; for example, 0.34 means a 34% yield). (1) The reactants are COC1C=CC(C[N:8]2[C:12]3=[N:13][CH:14]=[CH:15][C:16]([O:17][C:18]4[CH:23]=[CH:22][C:21]([NH:24][C:25]([CH:27]5[CH2:31][CH2:30][N:29]([CH3:32])[C:28]5=[O:33])=[O:26])=[CH:20][C:19]=4[F:34])=[C:11]3[C:10]([C:35]3[CH:40]=[CH:39][C:38]([C:41](=[O:44])[NH:42][CH3:43])=[CH:37][CH:36]=3)=[N:9]2)=CC=1.C(O)(C(F)(F)F)=O. No catalyst specified. The product is [F:34][C:19]1[CH:20]=[C:21]([NH:24][C:25]([CH:27]2[CH2:31][CH2:30][N:29]([CH3:32])[C:28]2=[O:33])=[O:26])[CH:22]=[CH:23][C:18]=1[O:17][C:16]1[CH:15]=[CH:14][N:13]=[C:12]2[NH:8][N:9]=[C:10]([C:35]3[CH:36]=[CH:37][C:38]([C:41](=[O:44])[NH:42][CH3:43])=[CH:39][CH:40]=3)[C:11]=12. The yield is 0.447. (2) The reactants are [CH:1]([OH:3])=O.[CH2:4]([O:6][CH2:7][CH2:8][CH2:9][NH2:10])[CH3:5].C([O-])([O-])=O.[K+].[K+]. The catalyst is C1(C)C=CC=CC=1. The product is [CH2:4]([O:6][CH2:7][CH2:8][CH2:9][NH:10][CH:1]=[O:3])[CH3:5]. The yield is 0.800. (3) The yield is 0.340. The product is [CH2:42]([N:44]([CH2:45][CH2:46][OH:47])[CH2:2][CH2:3][CH2:4][O:5][C:6]1[C:7]([O:40][CH3:41])=[C:8]([NH:31][C:32]([C:34]2[S:35][CH:36]=[CH:37][C:38]=2[CH3:39])=[O:33])[C:9](/[CH:12]=[CH:13]/[C:14]2[C:22]3[C:17](=[CH:18][CH:19]=[CH:20][CH:21]=3)[NH:16][N:15]=2)=[CH:10][CH:11]=1)[CH3:43]. The reactants are Cl[CH2:2][CH2:3][CH2:4][O:5][C:6]1[C:7]([O:40][CH3:41])=[C:8]([NH:31][C:32]([C:34]2[S:35][CH:36]=[CH:37][C:38]=2[CH3:39])=[O:33])[C:9](/[CH:12]=[CH:13]/[C:14]2[C:22]3[C:17](=[CH:18][CH:19]=[CH:20][CH:21]=3)[N:16](C(C3SC=CC=3C)=O)[N:15]=2)=[CH:10][CH:11]=1.[CH2:42]([NH:44][CH2:45][CH2:46][OH:47])[CH3:43].[I-].[Na+].[OH-].[Na+]. The catalyst is CN(C)C(=O)C.O. (4) The reactants are [F:1][C:2]1[CH:7]=[CH:6][CH:5]=[C:4]([F:8])[C:3]=1[N:9]1[C:14]2[N:15]=[C:16](S(C)=O)[N:17]=[C:18]([C:19]3[CH:20]=[C:21]([CH:28]=[CH:29][C:30]=3[CH3:31])[C:22]([NH:24][CH:25]([CH3:27])[CH3:26])=[O:23])[C:13]=2[CH2:12][NH:11][C:10]1=[O:35].[CH3:36][CH:37]([NH:39][CH2:40][CH2:41][NH2:42])[CH3:38]. The catalyst is C1COCC1. The product is [F:1][C:2]1[CH:7]=[CH:6][CH:5]=[C:4]([F:8])[C:3]=1[N:9]1[C:14]2[N:15]=[C:16]([NH:42][CH2:41][CH2:40][NH:39][CH:37]([CH3:38])[CH3:36])[N:17]=[C:18]([C:19]3[CH:20]=[C:21]([CH:28]=[CH:29][C:30]=3[CH3:31])[C:22]([NH:24][CH:25]([CH3:27])[CH3:26])=[O:23])[C:13]=2[CH2:12][NH:11][C:10]1=[O:35]. The yield is 0.710. (5) The reactants are [C:1]([C:5]1[O:9][N:8]=[C:7]([NH:10][C:11](=[O:45])[NH:12][C:13]2[CH:14]=[C:15]([CH:42]=[CH:43][CH:44]=2)[O:16][C:17]2[C:26]3[C:21](=[CH:22][C:23]([O:29][C@H:30]4[CH2:34][CH2:33][N:32](C(OC(C)(C)C)=O)[CH2:31]4)=[C:24]([O:27][CH3:28])[CH:25]=3)[N:20]=[CH:19][N:18]=2)[CH:6]=1)([CH3:4])([CH3:3])[CH3:2].Cl. The catalyst is C(Cl)Cl.O1CCOCC1. The product is [C:1]([C:5]1[O:9][N:8]=[C:7]([NH:10][C:11]([NH:12][C:13]2[CH:44]=[CH:43][CH:42]=[C:15]([O:16][C:17]3[C:26]4[C:21](=[CH:22][C:23]([O:29][C@H:30]5[CH2:34][CH2:33][NH:32][CH2:31]5)=[C:24]([O:27][CH3:28])[CH:25]=4)[N:20]=[CH:19][N:18]=3)[CH:14]=2)=[O:45])[CH:6]=1)([CH3:4])([CH3:2])[CH3:3]. The yield is 0.770. (6) The reactants are [Cl:1][C:2]1[CH:9]=[C:8]([O:10][CH3:11])[C:5]([CH:6]=O)=[C:4]([OH:12])[CH:3]=1.CN(C)C=O.C(=O)([O-])[O-].[Cs+].[Cs+].Cl[CH2:25][C:26](=[O:28])[CH3:27]. No catalyst specified. The product is [Cl:1][C:2]1[CH:9]=[C:8]([O:10][CH3:11])[C:5]2[CH:6]=[C:25]([C:26](=[O:28])[CH3:27])[O:12][C:4]=2[CH:3]=1. The yield is 0.660. (7) The reactants are [Br:1][C:2]1[N:3]=[C:4](SCC2C=CC(Cl)=CC=2)[C:5](=[O:10])[N:6]([CH2:8][CH3:9])[CH:7]=1.Cl[C:21]1[CH:26]=[CH:25][CH:24]=[C:23]([C:27](OO)=O)[CH:22]=1.[S:31](S([O-])=O)([O-:34])(=O)=[O:32].[Na+].[Na+].[Cl:40]CCl. No catalyst specified. The product is [Br:1][C:2]1[N:3]=[C:4]([S:31]([CH2:27][C:23]2[CH:22]=[CH:21][C:26]([Cl:40])=[CH:25][CH:24]=2)(=[O:34])=[O:32])[C:5](=[O:10])[N:6]([CH2:8][CH3:9])[CH:7]=1. The yield is 0.870. (8) The yield is 0.890. The reactants are [CH2:1]([O:8][C:9]1[CH:18]=[C:17]2[C:12]([CH2:13][CH2:14][CH2:15][C:16]2=[N:19][OH:20])=[CH:11][CH:10]=1)[C:2]1[CH:7]=[CH:6][CH:5]=[CH:4][CH:3]=1.[C:21]1([CH3:31])[CH:26]=[CH:25][C:24]([S:27](Cl)(=[O:29])=[O:28])=[CH:23][CH:22]=1.N1C=CC=CC=1. The catalyst is C(Cl)Cl. The product is [CH3:31][C:21]1[CH:26]=[CH:25][C:24]([S:27]([O:20][N:19]=[C:16]2[C:17]3[C:12](=[CH:11][CH:10]=[C:9]([O:8][CH2:1][C:2]4[CH:3]=[CH:4][CH:5]=[CH:6][CH:7]=4)[CH:18]=3)[CH2:13][CH2:14][CH2:15]2)(=[O:29])=[O:28])=[CH:23][CH:22]=1. (9) The reactants are [N+:1]([C:4]1[CH:5]=[CH:6][CH:7]=[C:8]2[C:13]=1[N:12]=[CH:11][CH:10]=[C:9]2[O:14][C:15]1[CH:20]=[CH:19][C:18]([NH2:21])=[CH:17][CH:16]=1)([O-:3])=[O:2].[Cl:22][C:23]1[CH:28]=[CH:27][C:26]([N:29]=[C:30]=[O:31])=[CH:25][C:24]=1[C:32]([F:35])([F:34])[F:33]. The catalyst is O1CCCC1. The product is [N+:1]([C:4]1[CH:5]=[CH:6][CH:7]=[C:8]2[C:13]=1[N:12]=[CH:11][CH:10]=[C:9]2[O:14][C:15]1[CH:20]=[CH:19][C:18]([NH:21][C:30]([NH:29][C:26]2[CH:27]=[CH:28][C:23]([Cl:22])=[C:24]([C:32]([F:34])([F:33])[F:35])[CH:25]=2)=[O:31])=[CH:17][CH:16]=1)([O-:3])=[O:2]. The yield is 0.889. (10) The reactants are [CH3:1][C:2]1[CH:7]=[C:6](/[CH:8]=[CH:9]/[CH3:10])[N:5]=[C:4]([NH2:11])[CH:3]=1. The catalyst is C(O)C.[Pd]. The product is [CH3:1][C:2]1[CH:7]=[C:6]([CH2:8][CH2:9][CH3:10])[N:5]=[C:4]([NH2:11])[CH:3]=1. The yield is 0.570.